This data is from Reaction yield outcomes from USPTO patents with 853,638 reactions. The task is: Predict the reaction yield, written as a fraction of the theoretical maximum amount of product (1.0 means a 100% yield; for example, 0.34 means a 34% yield). The reactants are O1C2C=CC=CC=2C[C:3](=[O:11])N1.[C:12]([C:16]1[CH:44]=[CH:43][C:19]([C:20]([NH:22][C:23]2[CH:38]=[C:37](C(OC)=O)[CH:36]=[CH:35][C:24]=2[C:25]([NH:27][C:28]2[CH:33]=[CH:32][C:31]([Cl:34])=[CH:30][N:29]=2)=[O:26])=[O:21])=[CH:18][CH:17]=1)([CH3:15])([CH3:14])[CH3:13].Cl.C1C[O:49][CH2:48]C1. No catalyst specified. The product is [C:12]([C:16]1[CH:44]=[CH:43][C:19]([C:20]([NH:22][C:23]2[CH:38]=[CH:37][C:36]([C:48]([O:11][CH3:3])=[O:49])=[CH:35][C:24]=2[C:25]([NH:27][C:28]2[CH:33]=[CH:32][C:31]([Cl:34])=[CH:30][N:29]=2)=[O:26])=[O:21])=[CH:18][CH:17]=1)([CH3:15])([CH3:13])[CH3:14]. The yield is 0.390.